This data is from Peptide-MHC class I binding affinity with 185,985 pairs from IEDB/IMGT. The task is: Regression. Given a peptide amino acid sequence and an MHC pseudo amino acid sequence, predict their binding affinity value. This is MHC class I binding data. (1) The peptide sequence is IGTSNWTGNY. The MHC is Mamu-B17 with pseudo-sequence Mamu-B17. The binding affinity (normalized) is 0. (2) The peptide sequence is LLLCLIFLLV. The MHC is HLA-A68:01 with pseudo-sequence HLA-A68:01. The binding affinity (normalized) is 0.349. (3) The peptide sequence is SMGNTLTCYV. The MHC is HLA-A02:06 with pseudo-sequence HLA-A02:06. The binding affinity (normalized) is 0.508.